Dataset: Reaction yield outcomes from USPTO patents with 853,638 reactions. Task: Predict the reaction yield, written as a fraction of the theoretical maximum amount of product (1.0 means a 100% yield; for example, 0.34 means a 34% yield). The reactants are Cl[C:2]1[N:7]=[C:6]([NH:8][C@@H:9]([C:11]2[CH:16]=[CH:15][CH:14]=[CH:13][CH:12]=2)[CH3:10])[CH:5]=[N:4][CH:3]=1.[CH3:17][C:18]1[NH:19][CH:20]=[CH:21][N:22]=1. No catalyst specified. The product is [CH3:17][C:18]1[N:19]([C:2]2[N:7]=[C:6]([NH:8][C@@H:9]([C:11]3[CH:16]=[CH:15][CH:14]=[CH:13][CH:12]=3)[CH3:10])[CH:5]=[N:4][CH:3]=2)[CH:20]=[CH:21][N:22]=1. The yield is 0.400.